Dataset: Full USPTO retrosynthesis dataset with 1.9M reactions from patents (1976-2016). Task: Predict the reactants needed to synthesize the given product. (1) Given the product [ClH:29].[OH:19][CH2:18][CH2:17][N:14]1[C:13](=[O:26])[CH2:12][C:11]2([CH2:27][CH2:28][NH:8][CH2:9][CH2:10]2)[C:15]1=[O:16], predict the reactants needed to synthesize it. The reactants are: C(OC([N:8]1[CH2:28][CH2:27][C:11]2([C:15](=[O:16])[N:14]([CH2:17][CH2:18][O:19]C3CCCCO3)[C:13](=[O:26])[CH2:12]2)[CH2:10][CH2:9]1)=O)(C)(C)C.[ClH:29].C(OCC)(=O)C. (2) Given the product [CH3:1][O:2][C:3]1[CH:20]=[CH:19][C:6]([CH2:7][N:8]2[C:14](=[O:15])[CH2:13][NH:12][S:9]2(=[O:11])=[O:10])=[CH:5][CH:4]=1, predict the reactants needed to synthesize it. The reactants are: [CH3:1][O:2][C:3]1[CH:20]=[CH:19][C:6]([CH2:7][NH:8][S:9]([NH:12][CH2:13][C:14](OCC)=[O:15])(=[O:11])=[O:10])=[CH:5][CH:4]=1.O(C(C)(C)C)[K]. (3) Given the product [C:25]([O-:35])(=[O:34])[CH:26]([C:28]1[CH:33]=[CH:32][CH:31]=[CH:30][CH:29]=1)[OH:27].[CH2:15]([N+:12]([CH2:2][CH2:3][CH2:4][CH2:5][CH2:6][CH2:7][CH2:8][CH2:9][CH2:10][CH3:11])([CH3:14])[CH3:13])[CH2:16][CH2:17][CH2:18][CH2:19][CH2:20][CH2:21][CH2:22][CH2:23][CH3:24], predict the reactants needed to synthesize it. The reactants are: [Cl-].[CH2:2]([N+:12]([CH2:15][CH2:16][CH2:17][CH2:18][CH2:19][CH2:20][CH2:21][CH2:22][CH2:23][CH3:24])([CH3:14])[CH3:13])[CH2:3][CH2:4][CH2:5][CH2:6][CH2:7][CH2:8][CH2:9][CH2:10][CH3:11].[C:25]([OH:35])(=[O:34])[CH:26]([C:28]1[CH:33]=[CH:32][CH:31]=[CH:30][CH:29]=1)[OH:27].[OH-].[Na+]. (4) Given the product [N:1]1[CH:6]=[CH:5][CH:4]=[C:3]([C:7]2[S:8][CH:9]=[C:10]([NH:17][C:18]([N:27]3[C:28]4[C:24](=[CH:23][C:22]([O:21][CH3:20])=[C:30]([C:31]([F:33])([F:34])[F:32])[CH:29]=4)[CH2:25][CH2:26]3)=[O:19])[N:11]=2)[CH:2]=1, predict the reactants needed to synthesize it. The reactants are: [N:1]1[CH:6]=[CH:5][CH:4]=[C:3]([C:7]2[S:8][CH:9]=[C:10](C(N=[N+]=[N-])=O)[N:11]=2)[CH:2]=1.[N-:17]=[C:18]=[O:19].[CH3:20][O:21][C:22]1[CH:23]=[C:24]2[C:28](=[CH:29][C:30]=1[C:31]([F:34])([F:33])[F:32])[NH:27][CH2:26][CH2:25]2. (5) Given the product [NH2:1][C:2]1[N:7]=[C:6]([C:8]2[CH:13]=[CH:12][C:11]([O:14][CH3:15])=[C:10]([O:16][CH3:17])[CH:9]=2)[C:5]([C:18]2[CH:19]=[CH:20][C:21](=[O:24])[N:22]([CH3:25])[N:23]=2)=[CH:4][N:3]=1, predict the reactants needed to synthesize it. The reactants are: [NH2:1][C:2]1[N:7]=[C:6]([C:8]2[CH:13]=[CH:12][C:11]([O:14][CH3:15])=[C:10]([O:16][CH3:17])[CH:9]=2)[C:5]([C:18]2[CH:19]=[CH:20][C:21](=[O:24])[NH:22][N:23]=2)=[CH:4][N:3]=1.[CH3:25]I. (6) Given the product [CH2:10]([N:17]1[C:6]([CH3:8])=[CH:7][C:2]([OH:1])=[CH:3][C:4]1=[O:9])[C:11]1[CH:16]=[CH:15][CH:14]=[CH:13][CH:12]=1, predict the reactants needed to synthesize it. The reactants are: [OH:1][C:2]1[CH:7]=[C:6]([CH3:8])O[C:4](=[O:9])[CH:3]=1.[CH2:10]([NH2:17])[C:11]1[CH:16]=[CH:15][CH:14]=[CH:13][CH:12]=1. (7) Given the product [F:34][C:31]1[CH:32]=[CH:33][C:28]([CH:20]([C:21]2[CH:22]=[CH:23][C:24]([F:27])=[CH:25][CH:26]=2)[CH2:19][CH2:18][CH2:17][CH2:16][CH2:15][N:12]2[CH2:11][CH2:10][N:9]([CH2:8][CH2:7][O:6][C:5]3[CH:36]=[CH:37][C:38]([O:39][CH3:40])=[C:3]([O:2][CH3:1])[CH:4]=3)[CH2:14][CH2:13]2)=[CH:29][CH:30]=1, predict the reactants needed to synthesize it. The reactants are: [CH3:1][O:2][C:3]1[CH:4]=[C:5]([CH:36]=[CH:37][C:38]=1[O:39][CH3:40])[O:6][CH2:7][CH2:8][N:9]1[CH2:14][CH2:13][N:12]([C:15](=O)[CH2:16][CH2:17][CH2:18][CH2:19][CH:20]([C:28]2[CH:33]=[CH:32][C:31]([F:34])=[CH:30][CH:29]=2)[C:21]2[CH:26]=[CH:25][C:24]([F:27])=[CH:23][CH:22]=2)[CH2:11][CH2:10]1.[H-].[H-].[H-].[H-].[Li+].[Al+3].N#N.CCOC(C)=O. (8) Given the product [F:43][C:38]1[CH:37]=[C:36]([C:34]([CH3:35])=[CH:33][N:5]2[C:6]3[C:11](=[CH:10][C:9]([CH3:15])=[CH:8][CH:7]=3)[C:12]3[CH2:13][CH2:14][N:2]([CH3:1])[CH2:3][C:4]2=3)[CH:41]=[CH:40][C:39]=1[F:42], predict the reactants needed to synthesize it. The reactants are: [CH3:1][N:2]1[CH2:14][CH2:13][C:12]2[C:11]3[C:6](=[CH:7][CH:8]=[C:9]([CH3:15])[CH:10]=3)[NH:5][C:4]=2[CH2:3]1.N1CCC[C@H]1C(O)=O.[O-]P([O-])([O-])=O.[K+].[K+].[K+].Br[CH:33]=[C:34]([C:36]1[CH:41]=[CH:40][C:39]([F:42])=[C:38]([F:43])[CH:37]=1)[CH3:35]. (9) Given the product [ClH:23].[Cl:23][C:24]1[CH:25]=[C:26]([CH:29]=[CH:30][CH:31]=1)[CH2:27][N:16]1[C:9]2[C:10](=[N:11][CH:12]=[CH:13][C:8]=2[O:7][CH2:6][C:5]2[CH:19]=[CH:20][CH:21]=[CH:22][C:4]=2[O:3][CH2:1][CH3:2])[C:14]([CH3:18])=[C:15]1[CH3:17], predict the reactants needed to synthesize it. The reactants are: [CH2:1]([O:3][C:4]1[CH:22]=[CH:21][CH:20]=[CH:19][C:5]=1[CH2:6][O:7][C:8]1[CH:13]=[CH:12][N:11]=[C:10]2[C:14]([CH3:18])=[C:15]([CH3:17])[NH:16][C:9]=12)[CH3:2].[Cl:23][C:24]1[CH:25]=[C:26]([CH:29]=[CH:30][CH:31]=1)[CH2:27]Br.